This data is from NCI-60 drug combinations with 297,098 pairs across 59 cell lines. The task is: Regression. Given two drug SMILES strings and cell line genomic features, predict the synergy score measuring deviation from expected non-interaction effect. (1) Drug 1: CC=C1C(=O)NC(C(=O)OC2CC(=O)NC(C(=O)NC(CSSCCC=C2)C(=O)N1)C(C)C)C(C)C. Drug 2: COC1=C2C(=CC3=C1OC=C3)C=CC(=O)O2. Cell line: HCC-2998. Synergy scores: CSS=37.2, Synergy_ZIP=-0.376, Synergy_Bliss=3.67, Synergy_Loewe=-52.2, Synergy_HSA=0.821. (2) Drug 1: C1=C(C(=O)NC(=O)N1)N(CCCl)CCCl. Drug 2: CC1=C(C=C(C=C1)NC(=O)C2=CC=C(C=C2)CN3CCN(CC3)C)NC4=NC=CC(=N4)C5=CN=CC=C5. Cell line: RPMI-8226. Synergy scores: CSS=9.48, Synergy_ZIP=-10.5, Synergy_Bliss=-10.5, Synergy_Loewe=-17.5, Synergy_HSA=-10.7. (3) Synergy scores: CSS=38.2, Synergy_ZIP=-1.08, Synergy_Bliss=-5.44, Synergy_Loewe=-12.9, Synergy_HSA=-5.33. Drug 2: C#CCC(CC1=CN=C2C(=N1)C(=NC(=N2)N)N)C3=CC=C(C=C3)C(=O)NC(CCC(=O)O)C(=O)O. Drug 1: CC1=C(C(CCC1)(C)C)C=CC(=CC=CC(=CC(=O)O)C)C. Cell line: HCC-2998. (4) Drug 1: C1CC(C1)(C(=O)O)C(=O)O.[NH2-].[NH2-].[Pt+2]. Drug 2: C1CN1C2=NC(=NC(=N2)N3CC3)N4CC4. Cell line: SF-268. Synergy scores: CSS=27.8, Synergy_ZIP=-8.67, Synergy_Bliss=0.600, Synergy_Loewe=-6.52, Synergy_HSA=1.27. (5) Drug 1: C1=CC=C(C=C1)NC(=O)CCCCCCC(=O)NO. Drug 2: CC12CCC3C(C1CCC2O)C(CC4=C3C=CC(=C4)O)CCCCCCCCCS(=O)CCCC(C(F)(F)F)(F)F. Cell line: RXF 393. Synergy scores: CSS=1.20, Synergy_ZIP=-0.186, Synergy_Bliss=-1.30, Synergy_Loewe=-1.87, Synergy_HSA=-1.59. (6) Drug 1: C1CN(P(=O)(OC1)NCCCl)CCCl. Drug 2: C(CCl)NC(=O)N(CCCl)N=O. Cell line: SF-268. Synergy scores: CSS=6.23, Synergy_ZIP=-1.05, Synergy_Bliss=3.82, Synergy_Loewe=-5.67, Synergy_HSA=-0.522. (7) Drug 1: CCC1(CC2CC(C3=C(CCN(C2)C1)C4=CC=CC=C4N3)(C5=C(C=C6C(=C5)C78CCN9C7C(C=CC9)(C(C(C8N6C)(C(=O)OC)O)OC(=O)C)CC)OC)C(=O)OC)O.OS(=O)(=O)O. Drug 2: N.N.Cl[Pt+2]Cl. Cell line: KM12. Synergy scores: CSS=12.7, Synergy_ZIP=-7.48, Synergy_Bliss=0.276, Synergy_Loewe=1.36, Synergy_HSA=0.787.